This data is from Catalyst prediction with 721,799 reactions and 888 catalyst types from USPTO. The task is: Predict which catalyst facilitates the given reaction. (1) Reactant: [C:1]([C:3]1[CH:8]=[CH:7][C:6]([O:9][C:10]2[CH:17]=[CH:16][C:15]([F:18])=[CH:14][C:11]=2[CH:12]=O)=[CH:5][CH:4]=1)#[N:2].[Li+].C[Si]([N-:24][Si](C)(C)C)(C)C.[C:29](Cl)(=[O:31])[CH3:30].Cl[Si:34]([CH3:37])([CH3:36])[CH3:35]. Product: [C:1]([C:3]1[CH:8]=[CH:7][C:6]([O:9][C:10]2[CH:17]=[CH:16][C:15]([F:18])=[CH:14][C:11]=2[CH:12]=[N:24][C:29]([O:31][Si:34]([CH3:37])([CH3:36])[CH3:35])=[CH2:30])=[CH:5][CH:4]=1)#[N:2]. The catalyst class is: 66. (2) Reactant: [C:1]([O:5][C:6]([N:8]1[CH2:13][CH2:12][C@@H:11]2[CH2:14][C:15]3(OCC[O:17]3)[CH2:16][C@@H:10]2[CH2:9]1)=[O:7])([CH3:4])([CH3:3])[CH3:2].C1(C)C=CC(S(O)(=O)=O)=CC=1.C(=O)(O)[O-].[Na+]. Product: [C:1]([O:5][C:6]([N:8]1[CH2:13][CH2:12][C@@H:11]2[CH2:14][C:15](=[O:17])[CH2:16][C@@H:10]2[CH2:9]1)=[O:7])([CH3:4])([CH3:2])[CH3:3]. The catalyst class is: 21.